Dataset: Forward reaction prediction with 1.9M reactions from USPTO patents (1976-2016). Task: Predict the product of the given reaction. (1) Given the reactants [CH2:1]([O:3][C:4]([C:6]1[S:10][C:9]2[CH:11]=[C:12]([CH2:15][OH:16])[CH:13]=[CH:14][C:8]=2[CH:7]=1)=[O:5])[CH3:2], predict the reaction product. The product is: [CH2:1]([O:3][C:4]([C:6]1[S:10][C:9]2[CH:11]=[C:12]([CH:15]=[O:16])[CH:13]=[CH:14][C:8]=2[CH:7]=1)=[O:5])[CH3:2]. (2) Given the reactants [CH3:1][C:2]1[S:6][C:5]2[C:7](=O)[C:8]3[CH:9]=[CH:10][CH:11]=[CH:12][C:13]=3[C:4]=2[CH:3]=1.O.NN.[OH-].[K+], predict the reaction product. The product is: [CH3:1][C:2]1[S:6][C:5]2[CH2:7][C:8]3[CH:9]=[CH:10][CH:11]=[CH:12][C:13]=3[C:4]=2[CH:3]=1. (3) Given the reactants O=[C:2]1[C:10]2[C:5](=[CH:6][C:7]([O:11][C:12]3[CH:20]=[CH:19][C:15]([C:16]([NH2:18])=[O:17])=[CH:14][N:13]=3)=[CH:8][CH:9]=2)[CH2:4][CH2:3]1.[Cl:21][C:22]1[CH:23]=[C:24]([CH2:28][CH2:29][NH2:30])[CH:25]=[CH:26][CH:27]=1.[BH3-]C#N.[Na+], predict the reaction product. The product is: [Cl:21][C:22]1[CH:23]=[C:24]([CH2:28][CH2:29][NH:30][CH:2]2[C:10]3[C:5](=[CH:6][C:7]([O:11][C:12]4[CH:20]=[CH:19][C:15]([C:16]([NH2:18])=[O:17])=[CH:14][N:13]=4)=[CH:8][CH:9]=3)[CH2:4][CH2:3]2)[CH:25]=[CH:26][CH:27]=1. (4) The product is: [CH3:1][C:2]1[CH:3]=[CH:4][C:5]([C:21]([NH:23][C:24]2[CH:25]=[C:26]([C:36]([F:38])([F:39])[F:37])[CH:27]=[C:28]([N:30]3[CH:34]=[N:33][C:32]([CH3:35])=[CH:31]3)[CH:29]=2)=[O:22])=[CH:6][C:7]=1[NH:8][C:9]1[N:10]=[CH:11][CH:12]=[C:13]([C:15]2[CH:16]=[CH:17][CH:18]=[N:19][CH:20]=2)[N:14]=1.[C:45]([O-:50])(=[O:49])[C:46]([O-:48])=[O:47]. Given the reactants [CH3:1][C:2]1[CH:3]=[CH:4][C:5]([C:21]([NH:23][C:24]2[CH:25]=[C:26]([C:36]([F:39])([F:38])[F:37])[CH:27]=[C:28]([N:30]3[CH:34]=[N:33][C:32]([CH3:35])=[CH:31]3)[CH:29]=2)=[O:22])=[CH:6][C:7]=1[NH:8][C:9]1[N:10]=[CH:11][CH:12]=[C:13]([C:15]2[CH:16]=[CH:17][CH:18]=[N:19][CH:20]=2)[N:14]=1.CN(C)C=O.[C:45]([OH:50])(=[O:49])[C:46]([OH:48])=[O:47], predict the reaction product. (5) Given the reactants [Cl:1][C:2]1[CH:7]=[CH:6][C:5]([C:8](=O)[CH2:9][CH:10]([C:20]#[N:21])[C:11]([NH:13][CH:14]2[CH2:19][CH2:18][CH2:17][CH2:16][CH2:15]2)=[O:12])=[CH:4][CH:3]=1.[Cl:23][C:24]1[CH:30]=[CH:29][CH:28]=[CH:27][C:25]=1[NH2:26].Cl, predict the reaction product. The product is: [NH2:21][C:20]1[N:26]([C:25]2[CH:27]=[CH:28][CH:29]=[CH:30][C:24]=2[Cl:23])[C:8]([C:5]2[CH:4]=[CH:3][C:2]([Cl:1])=[CH:7][CH:6]=2)=[CH:9][C:10]=1[C:11]([NH:13][CH:14]1[CH2:19][CH2:18][CH2:17][CH2:16][CH2:15]1)=[O:12]. (6) Given the reactants [O:1]=[C:2]1[CH:11]=[CH:10][C:9]2[CH2:8][CH2:7][N:6]([C:12]([O:14][C:15]([CH3:18])([CH3:17])[CH3:16])=[O:13])[CH2:5][C:4]=2[NH:3]1.[Br:19]N1C(=O)CCC1=O, predict the reaction product. The product is: [Br:19][C:11]1[C:2](=[O:1])[NH:3][C:4]2[CH2:5][N:6]([C:12]([O:14][C:15]([CH3:18])([CH3:17])[CH3:16])=[O:13])[CH2:7][CH2:8][C:9]=2[CH:10]=1. (7) Given the reactants [C:1]([O:5][C:6](=[O:18])[CH2:7][N:8]1[C:16]2[C:11](=[CH:12][CH:13]=[C:14]([OH:17])[CH:15]=2)[CH:10]=[CH:9]1)([CH3:4])([CH3:3])[CH3:2].[CH3:19][CH:20]([CH3:39])[CH:21]([C:23]1[S:27][C:26]([C:28]2[CH:33]=[CH:32][C:31]([C:34]([F:37])([F:36])[F:35])=[CH:30][CH:29]=2)=[N:25][C:24]=1[CH3:38])O.C(P(CCCC)CCCC)CCC.CN(C)C(N=NC(N(C)C)=O)=O, predict the reaction product. The product is: [C:1]([O:5][C:6](=[O:18])[CH2:7][N:8]1[C:16]2[C:11](=[CH:12][CH:13]=[C:14]([O:17][CH:21]([C:23]3[S:27][C:26]([C:28]4[CH:33]=[CH:32][C:31]([C:34]([F:36])([F:37])[F:35])=[CH:30][CH:29]=4)=[N:25][C:24]=3[CH3:38])[CH:20]([CH3:39])[CH3:19])[CH:15]=2)[CH:10]=[CH:9]1)([CH3:4])([CH3:2])[CH3:3]. (8) Given the reactants [S:1]1[CH:5]=[CH:4][C:3]2[S:6][CH:7]=[CH:8][C:2]1=2.C([Li])CCC.Cl[Si:15]([CH3:18])([CH3:17])[CH3:16], predict the reaction product. The product is: [CH3:16][Si:15]([CH3:18])([CH3:17])[C:5]1[S:1][C:2]2[CH:8]=[CH:7][S:6][C:3]=2[CH:4]=1. (9) Given the reactants [CH:1]1([O:10][C:11](=[O:26])[NH:12][C:13]2[C:14]([CH3:25])=[N:15][O:16][C:17]=2[C:18]2[CH:23]=[CH:22][C:21](Br)=[CH:20][CH:19]=2)[C:9]2[C:4](=[CH:5][CH:6]=[CH:7][CH:8]=2)[CH2:3][CH2:2]1.[C:27]([C:30]1[CH:31]=[C:32](B(O)O)[CH:33]=[CH:34][CH:35]=1)([OH:29])=[O:28], predict the reaction product. The product is: [CH:1]1([O:10][C:11]([NH:12][C:13]2[C:14]([CH3:25])=[N:15][O:16][C:17]=2[C:18]2[CH:23]=[CH:22][C:21]([C:34]3[CH:33]=[CH:32][CH:31]=[C:30]([C:27]([OH:29])=[O:28])[CH:35]=3)=[CH:20][CH:19]=2)=[O:26])[C:9]2[C:4](=[CH:5][CH:6]=[CH:7][CH:8]=2)[CH2:3][CH2:2]1.